Dataset: Reaction yield outcomes from USPTO patents with 853,638 reactions. Task: Predict the reaction yield, written as a fraction of the theoretical maximum amount of product (1.0 means a 100% yield; for example, 0.34 means a 34% yield). (1) The reactants are Cl[C:2]1[N:7]=[C:6]([NH:8][C:9]2[CH:14]=[CH:13][CH:12]=[C:11]([C:15]#[N:16])[CH:10]=2)[C:5]([F:17])=[CH:4][N:3]=1.[NH2:18][C:19]1[CH:20]=[C:21]([OH:25])[CH:22]=[CH:23][CH:24]=1. No catalyst specified. The product is [C:15]([C:11]1[CH:10]=[C:9]([NH:8][C:6]2[C:5]([F:17])=[CH:4][N:3]=[C:2]([NH:18][C:19]3[CH:24]=[CH:23][CH:22]=[C:21]([OH:25])[CH:20]=3)[N:7]=2)[CH:14]=[CH:13][CH:12]=1)#[N:16]. The yield is 0.620. (2) The reactants are [CH2:1]([S:8][C:9]1[CH:15]=[CH:14][C:13]([Cl:16])=[CH:12][C:10]=1[NH2:11])[C:2]1[CH:7]=[CH:6][CH:5]=[CH:4][CH:3]=1.[Cl:17][C:18]1[CH:23]=[CH:22][C:21]([S:24](Cl)(=[O:26])=[O:25])=[CH:20][C:19]=1[C:28]([F:31])([F:30])[F:29]. No catalyst specified. The product is [CH2:1]([S:8][C:9]1[CH:15]=[CH:14][C:13]([Cl:16])=[CH:12][C:10]=1[NH:11][S:24]([C:21]1[CH:22]=[CH:23][C:18]([Cl:17])=[C:19]([C:28]([F:31])([F:29])[F:30])[CH:20]=1)(=[O:26])=[O:25])[C:2]1[CH:7]=[CH:6][CH:5]=[CH:4][CH:3]=1. The yield is 0.800. (3) The reactants are [NH2:1][C:2]1[N:7]=[C:6]([C:8]([OH:10])=[O:9])[C:5]([CH3:11])=[CH:4][CH:3]=1.[OH-].[Na+].Cl[CH2:15][CH:16]=O. The catalyst is O. The product is [CH3:11][C:5]1[CH:4]=[CH:3][C:2]2[N:7]([CH:15]=[CH:16][N:1]=2)[C:6]=1[C:8]([OH:10])=[O:9]. The yield is 0.720.